From a dataset of Reaction yield outcomes from USPTO patents with 853,638 reactions. Predict the reaction yield, written as a fraction of the theoretical maximum amount of product (1.0 means a 100% yield; for example, 0.34 means a 34% yield). (1) The reactants are [NH:1]([C:15]([O:17][C:18]([CH3:21])([CH3:20])[CH3:19])=[O:16])[C@H:2]([C:11]([O:13][CH3:14])=[O:12])[CH2:3][C:4]1[CH:9]=[CH:8][C:7]([OH:10])=[CH:6][CH:5]=1.CN1CCOCC1.[S:29](O[S:29]([C:32]([F:35])([F:34])[F:33])(=[O:31])=[O:30])([C:32]([F:35])([F:34])[F:33])(=[O:31])=[O:30]. The catalyst is ClCCl. The yield is 0.980. The product is [C:18]([O:17][C:15]([NH:1][C@@H:2]([CH2:3][C:4]1[CH:5]=[CH:6][C:7]([O:10][S:29]([C:32]([F:35])([F:34])[F:33])(=[O:31])=[O:30])=[CH:8][CH:9]=1)[C:11]([O:13][CH3:14])=[O:12])=[O:16])([CH3:21])([CH3:20])[CH3:19]. (2) The reactants are C(O)(=O)/C=C\C(O)=O.[F:9][C:10]1[CH:11]=[C:12]2[C:20](=[CH:21][CH:22]=1)[NH:19][C:18]1[CH2:17][CH2:16][C@H:15]([CH2:23][NH:24][CH2:25][C@@H:26]3[O:40][C:30]4=[C:31]5[C:36](=[CH:37][CH:38]=[C:29]4[O:28][CH2:27]3)[N:35]=[C:34]([CH3:39])[CH:33]=[CH:32]5)[CH2:14][C:13]2=1.C(=O)([O-])[O-].[K+].[K+]. The catalyst is C(O)C. The product is [F:9][C:10]1[CH:11]=[C:12]2[C:20](=[CH:21][CH:22]=1)[NH:19][C:18]1[CH2:17][CH2:16][C@H:15]([CH2:23][NH:24][CH2:25][C@@H:26]3[O:40][C:30]4=[C:31]5[C:36](=[CH:37][CH:38]=[C:29]4[O:28][CH2:27]3)[N:35]=[C:34]([CH3:39])[CH:33]=[CH:32]5)[CH2:14][C:13]2=1. The yield is 0.740. (3) The reactants are [O:1]([CH:8]([CH3:14])[C:9]([O:11]CC)=[O:10])[C:2]1[CH:7]=[CH:6][CH:5]=[CH:4][CH:3]=1.[OH-].[Na+]. The catalyst is CCO.O. The product is [O:1]([CH:8]([CH3:14])[C:9]([OH:11])=[O:10])[C:2]1[CH:7]=[CH:6][CH:5]=[CH:4][CH:3]=1. The yield is 0.733. (4) The reactants are [Cl:1][C:2]1[CH:7]=[CH:6][CH:5]=[C:4]([F:8])[C:3]=1[OH:9].[N+:10]([O-])([OH:12])=[O:11]. The catalyst is C(O)(=O)C. The product is [Cl:1][C:2]1[CH:7]=[C:6]([N+:10]([O-:12])=[O:11])[CH:5]=[C:4]([F:8])[C:3]=1[OH:9]. The yield is 0.250.